This data is from Reaction yield outcomes from USPTO patents with 853,638 reactions. The task is: Predict the reaction yield, written as a fraction of the theoretical maximum amount of product (1.0 means a 100% yield; for example, 0.34 means a 34% yield). (1) The reactants are [CH3:1][N:2]1[CH2:7][CH2:6][NH:5][CH2:4][CH2:3]1.[N+:8]([C:11]1[CH:18]=[CH:17][C:14]([CH2:15]Cl)=[CH:13][CH:12]=1)([O-:10])=[O:9].O. The catalyst is O1CCCC1. The product is [CH3:1][N:2]1[CH2:7][CH2:6][N:5]([CH2:15][C:14]2[CH:17]=[CH:18][C:11]([N+:8]([O-:10])=[O:9])=[CH:12][CH:13]=2)[CH2:4][CH2:3]1. The yield is 0.500. (2) The reactants are [NH:1]1[C:9]2[C:4](=[N:5][CH:6]=[CH:7][CH:8]=2)[C:3]2([C:13]3=[CH:14][C:15]4[O:16][CH2:17][CH2:18][O:19][C:20]=4[CH:21]=[C:12]3[O:11][CH2:10]2)[C:2]1=[O:22].[N:23]1[CH:28]=[CH:27][CH:26]=[CH:25][C:24]=1[CH2:29]O.C(P(CCCC)CCCC)CCC.N(C(OCC)=O)=NC(OCC)=O.Cl. The catalyst is O1CCCC1. The product is [N:23]1[CH:28]=[CH:27][CH:26]=[CH:25][C:24]=1[CH2:29][N:1]1[C:9]2[C:4](=[N:5][CH:6]=[CH:7][CH:8]=2)[C:3]2([C:13]3=[CH:14][C:15]4[O:16][CH2:17][CH2:18][O:19][C:20]=4[CH:21]=[C:12]3[O:11][CH2:10]2)[C:2]1=[O:22]. The yield is 0.640. (3) The reactants are Cl.CN(C)CCCN=C=NCC.[C:13]([O:17][C:18]([NH:20][CH:21]([CH2:25][NH:26][C:27]1[CH:32]=[CH:31][CH:30]=[CH:29][C:28]=1[NH2:33])[C:22]([OH:24])=O)=[O:19])([CH3:16])([CH3:15])[CH3:14].[C:34]([O:37][CH2:38]C)(=[O:36])[CH3:35]. The catalyst is CN(C)C=O. The product is [CH3:38][O:37][C:34](=[O:36])[CH2:35][N:33]1[C:22](=[O:24])[CH:21]([NH:20][C:18]([O:17][C:13]([CH3:14])([CH3:15])[CH3:16])=[O:19])[CH2:25][NH:26][C:27]2[CH:32]=[CH:31][CH:30]=[CH:29][C:28]1=2. The yield is 0.710. (4) The catalyst is CO. The yield is 0.870. The reactants are C(Cl)CCl.[Br:5][C:6]1[CH:7]=[C:8]([S:12]([CH2:15][C:16]2[CH:21]=[CH:20][C:19]([C:22](O)([C:27]([F:30])([F:29])[F:28])[C:23]([F:26])([F:25])[F:24])=[CH:18][CH:17]=2)(=[O:14])=[O:13])[CH:9]=[CH:10][CH:11]=1.C(N(S(F)(F)[F:38])CC)C. The product is [Br:5][C:6]1[CH:11]=[CH:10][CH:9]=[C:8]([S:12]([CH2:15][C:16]2[CH:21]=[CH:20][C:19]([C:22]([F:38])([C:27]([F:30])([F:29])[F:28])[C:23]([F:26])([F:25])[F:24])=[CH:18][CH:17]=2)(=[O:14])=[O:13])[CH:7]=1. (5) The reactants are [Br:1][C:2]1[CH:14]=[CH:13][C:5]([CH2:6][C:7]2([C:11]#[N:12])[CH2:10][CH2:9]C2)=[C:4]([I:15])[CH:3]=1.C1(C#N)CC1.BrC1C=CC(CBr)=C(I)C=1. No catalyst specified. The product is [Br:1][C:2]1[CH:14]=[CH:13][C:5]([CH2:6][C:7]2([C:11]#[N:12])[CH2:10][CH2:9]2)=[C:4]([I:15])[CH:3]=1. The yield is 0.550. (6) The reactants are [ClH:1].CO[C:4](=O)[CH:5]([NH2:14])[CH2:6][CH2:7][CH2:8][CH2:9][CH2:10][CH2:11][C:12]#[CH:13].[N:16]#[C:17][NH2:18]. No catalyst specified. The product is [ClH:1].[CH2:6]([C:5]1[N:14]=[C:17]([NH2:18])[NH:16][CH:4]=1)[CH2:7][CH2:8][CH2:9][CH2:10][CH2:11][C:12]#[CH:13]. The yield is 0.530. (7) The reactants are [N:1]([CH2:4][C@@H:5]([NH:15][C:16]([C:18]1[S:19][C:20]([C:23]2[C:24]3[C@H:31]([CH3:32])[CH2:30][C@@H:29]([OH:33])[C:25]=3[N:26]=[CH:27][N:28]=2)=[CH:21][CH:22]=1)=[O:17])[CH2:6][C:7]1[CH:12]=[CH:11][C:10]([Cl:13])=[CH:9][C:8]=1[Cl:14])=[N+]=[N-]. The catalyst is CO.[Pd]. The product is [NH2:1][CH2:4][C@@H:5]([NH:15][C:16]([C:18]1[S:19][C:20]([C:23]2[C:24]3[C@H:31]([CH3:32])[CH2:30][C@@H:29]([OH:33])[C:25]=3[N:26]=[CH:27][N:28]=2)=[CH:21][CH:22]=1)=[O:17])[CH2:6][C:7]1[CH:12]=[CH:11][C:10]([Cl:13])=[CH:9][C:8]=1[Cl:14]. The yield is 0.980. (8) The reactants are [C:1]([C:4]1[CH:9]=[CH:8][C:7]([N:10]=[C:11]=[S:12])=[CH:6][CH:5]=1)(O)=[O:2].S(Cl)([Cl:15])=O. No catalyst specified. The product is [N:10]([C:7]1[CH:8]=[CH:9][C:4]([C:1]([Cl:15])=[O:2])=[CH:5][CH:6]=1)=[C:11]=[S:12]. The yield is 0.930.